Predict which catalyst facilitates the given reaction. From a dataset of Catalyst prediction with 721,799 reactions and 888 catalyst types from USPTO. (1) Reactant: [CH:1]([N:4]1[C:8]([C:9]2[N:18]=[C:17]3[N:11]([CH2:12][CH2:13][O:14][C:15]4[CH:22]=[C:21]([O:23][C:24]5([C:27](O)=[O:28])[CH2:26][CH2:25]5)[CH:20]=[CH:19][C:16]=43)[CH:10]=2)=[N:7][C:6]([CH3:30])=[N:5]1)([CH3:3])[CH3:2].[CH3:31][N:32]1[CH2:37][CH2:36][NH:35][CH2:34][CH2:33]1.CN(C(ON1N=NC2C=CC=NC1=2)=[N+](C)C)C.F[P-](F)(F)(F)(F)F.CCN(C(C)C)C(C)C. Product: [CH:1]([N:4]1[C:8]([C:9]2[N:18]=[C:17]3[N:11]([CH2:12][CH2:13][O:14][C:15]4[CH:22]=[C:21]([O:23][C:24]5([C:27]([N:35]6[CH2:36][CH2:37][N:32]([CH3:31])[CH2:33][CH2:34]6)=[O:28])[CH2:25][CH2:26]5)[CH:20]=[CH:19][C:16]=43)[CH:10]=2)=[N:7][C:6]([CH3:30])=[N:5]1)([CH3:3])[CH3:2]. The catalyst class is: 3. (2) Reactant: [Br:1][C:2]1[CH:8]=[CH:7][CH:6]=[CH:5][C:3]=1[NH2:4].Cl[C:10](Cl)(Cl)[CH:11]([OH:13])O.Cl.[NH2:17][OH:18].S([O-])([O-])(=O)=O.[Na+].[Na+].Cl. Product: [Br:1][C:2]1[CH:8]=[CH:7][CH:6]=[CH:5][C:3]=1[NH:4][C:11](=[O:13])[CH:10]=[N:17][OH:18]. The catalyst class is: 6. (3) Reactant: [CH3:1][C:2]([S:28]([CH3:31])(=[O:30])=[O:29])([CH2:13][CH2:14][C:15]1[CH:20]=[CH:19][C:18]([S:21][C:22]2[CH:27]=[CH:26][CH:25]=[CH:24][CH:23]=2)=[CH:17][CH:16]=1)[C:3]([NH:5][O:6]C1CCCCO1)=[O:4].Cl.CO. Product: [OH:6][NH:5][C:3](=[O:4])[C:2]([CH3:1])([S:28]([CH3:31])(=[O:30])=[O:29])[CH2:13][CH2:14][C:15]1[CH:16]=[CH:17][C:18]([S:21][C:22]2[CH:27]=[CH:26][CH:25]=[CH:24][CH:23]=2)=[CH:19][CH:20]=1. The catalyst class is: 2. (4) Reactant: [CH3:1][S-:2].[Na+].[Br:4][C:5]1[CH:10]=[C:9]([F:11])[C:8](F)=[CH:7][C:6]=1[O:13][CH3:14].O. Product: [Br:4][C:5]1[CH:10]=[C:9]([F:11])[C:8]([S:2][CH3:1])=[CH:7][C:6]=1[O:13][CH3:14]. The catalyst class is: 3. (5) Reactant: [CH3:1][O:2][C:3]1[CH:8]=[CH:7][CH:6]=[CH:5][C:4]=1[NH:9][C:10](=[O:15])[CH2:11][C:12]([OH:14])=O.C1C=CC2N(O)N=NC=2C=1.[F:26][C:27]1[CH:28]=[C:29]([NH2:49])[CH:30]=[CH:31][C:32]=1[O:33][C:34]1[CH:39]=[CH:38][N:37]=[C:36]2[CH:40]=[C:41]([C:43]3[N:44]([CH3:48])[CH:45]=[CH:46][N:47]=3)[S:42][C:35]=12.C(Cl)CCl.C([O-])(O)=O.[Na+]. Product: [F:26][C:27]1[CH:28]=[C:29]([NH:49][C:12](=[O:14])[CH2:11][C:10]([NH:9][C:4]2[CH:5]=[CH:6][CH:7]=[CH:8][C:3]=2[O:2][CH3:1])=[O:15])[CH:30]=[CH:31][C:32]=1[O:33][C:34]1[CH:39]=[CH:38][N:37]=[C:36]2[CH:40]=[C:41]([C:43]3[N:44]([CH3:48])[CH:45]=[CH:46][N:47]=3)[S:42][C:35]=12. The catalyst class is: 3. (6) Reactant: [F:1][C:2]1[CH:23]=[CH:22][C:5]2[NH:6][C:7]([CH:9]([C:11]3[CH:16]=[CH:15][C:14]([O:17][C:18]([F:21])([F:20])[F:19])=[CH:13][CH:12]=3)O)=[N:8][C:4]=2[CH:3]=1.S(Cl)(Cl)=O.[CH2:28]([SH:30])[CH3:29].CCN(C(C)C)C(C)C. Product: [CH2:28]([S:30][CH:9]([C:11]1[CH:16]=[CH:15][C:14]([O:17][C:18]([F:21])([F:20])[F:19])=[CH:13][CH:12]=1)[C:7]1[NH:6][C:5]2[CH:22]=[CH:23][C:2]([F:1])=[CH:3][C:4]=2[N:8]=1)[CH3:29]. The catalyst class is: 859. (7) Reactant: [CH:1]1[C:13]2[NH:12][C:11]3[C:6](=[CH:7][CH:8]=[CH:9][CH:10]=3)[C:5]=2[CH:4]=[CH:3][CH:2]=1.[H-].[Na+].Cl[C:17]1[N:22]=[C:21]([Cl:23])[CH:20]=[C:19]([Cl:24])[N:18]=1. Product: [Cl:24][C:19]1[CH:20]=[C:21]([Cl:23])[N:22]=[C:17]([N:12]2[C:11]3[CH:10]=[CH:9][CH:8]=[CH:7][C:6]=3[C:5]3[C:13]2=[CH:1][CH:2]=[CH:3][CH:4]=3)[N:18]=1. The catalyst class is: 3.